Predict the reactants needed to synthesize the given product. From a dataset of Full USPTO retrosynthesis dataset with 1.9M reactions from patents (1976-2016). (1) Given the product [Cl:24][C:21]1[CH:20]=[CH:19][C:18]([C:12]2[C:11]3[CH2:10][CH2:9][NH:8][CH2:17][CH2:16][C:15]=3[N:14]([CH2:31][C:30]3[CH:33]=[CH:34][CH:35]=[C:28]([N+:25]([O-:27])=[O:26])[CH:29]=3)[N:13]=2)=[CH:23][CH:22]=1, predict the reactants needed to synthesize it. The reactants are: C(OC([N:8]1[CH2:17][CH2:16][C:15]2[NH:14][N:13]=[C:12]([C:18]3[CH:23]=[CH:22][C:21]([Cl:24])=[CH:20][CH:19]=3)[C:11]=2[CH2:10][CH2:9]1)=O)(C)(C)C.[N+:25]([C:28]1[CH:29]=[C:30]([CH:33]=[CH:34][CH:35]=1)[CH2:31]Br)([O-:27])=[O:26].C([O-])([O-])=O.[Cs+].[Cs+]. (2) Given the product [Cl:1][CH2:2][C@@H:3]1[O:19][C:29](=[O:33])[N:5]([C:6]2[CH:7]=[CH:8][C:9]([N:12]3[CH2:17][CH2:16][O:15][CH2:14][C:13]3=[O:18])=[CH:10][CH:11]=2)[CH2:4]1, predict the reactants needed to synthesize it. The reactants are: [Cl:1][CH2:2][C@H:3]([OH:19])[CH2:4][NH:5][C:6]1[CH:11]=[CH:10][C:9]([N:12]2[CH2:17][CH2:16][O:15][CH2:14][C:13]2=[O:18])=[CH:8][CH:7]=1.C1(C)C=CC=CC=1.CN1CCC[C:29]1=[O:33].C1N=CN(C(N2C=NC=C2)=O)C=1. (3) Given the product [Cl:28][C:8]1[N:7]=[C:6]2[C:11]([CH:12]=[N:13][C:4]3[N:5]2[N:21]=[C:2]([CH3:1])[CH:3]=3)=[N:10][C:9]=1[C:14]1[CH:19]=[CH:18][CH:17]=[CH:16][CH:15]=1, predict the reactants needed to synthesize it. The reactants are: [CH3:1][C:2]1[CH:3]=[C:4]2[N:13]=[CH:12][C:11]3[C:6](=[N:7][C:8](O)=[C:9]([C:14]4[CH:19]=[CH:18][CH:17]=[CH:16][CH:15]=4)[N:10]=3)[N:5]2[N:21]=1.CN(C=O)C.C(Cl)(Cl)[Cl:28]. (4) Given the product [CH2:38]([O:37][C:28]1[CH:27]=[C:10]([C:11]2[O:16][C:15]([C:17]3[CH:26]=[CH:25][C:20]([C:21]([O:23][CH3:24])=[O:22])=[CH:19][CH:18]=3)=[N:14][N:13]=2)[CH:9]=[C:8]([O:7][CH2:1][CH2:2][CH2:3][CH2:4][CH2:5][CH3:6])[C:29]=1[O:30][CH2:31][CH2:32][CH2:33][CH2:34][CH2:35][CH3:36])[CH2:39][CH2:40][CH2:41][CH2:42][CH3:43], predict the reactants needed to synthesize it. The reactants are: [CH2:1]([O:7][C:8]1[CH:9]=[C:10]([CH:27]=[C:28]([O:37][CH2:38][CH2:39][CH2:40][CH2:41][CH2:42][CH3:43])[C:29]=1[O:30][CH2:31][CH2:32][CH2:33][CH2:34][CH2:35][CH3:36])[C:11]([NH:13][NH:14][C:15]([C:17]1[CH:26]=[CH:25][C:20]([C:21]([O:23][CH3:24])=[O:22])=[CH:19][CH:18]=1)=[O:16])=O)[CH2:2][CH2:3][CH2:4][CH2:5][CH3:6].O=P(Cl)(Cl)Cl. (5) The reactants are: [C:1]([O:5][C:6]([NH:8][C@@H:9]1[CH2:12][C@H:11]([C:13]([OH:15])=O)[C:10]1([CH3:17])[CH3:16])=[O:7])([CH3:4])([CH3:3])[CH3:2].C1C=CC2N(O)N=NC=2C=1.Cl.[NH2:29][CH2:30][CH2:31][C:32]([O:34][CH3:35])=[O:33].CCN(CC)CC. Given the product [C:1]([O:5][C:6]([NH:8][C@@H:9]1[CH2:12][C@H:11]([C:13]([NH:29][CH2:30][CH2:31][C:32]([O:34][CH3:35])=[O:33])=[O:15])[C:10]1([CH3:17])[CH3:16])=[O:7])([CH3:2])([CH3:3])[CH3:4], predict the reactants needed to synthesize it. (6) Given the product [CH3:1][C:2]1[C:9]([N:10]2[C:14]3[CH:15]=[CH:16][C:17]([C:19]([F:21])([F:22])[F:20])=[CH:18][C:13]=3[N:12]=[C:11]2[C@H:23]2[CH2:27][CH2:26][CH2:25][O:24]2)=[CH:8][CH:7]=[CH:6][C:3]=1[CH2:4][NH:28][C:29]1[CH:42]=[CH:41][C:32]2[C@H:33]([CH2:36][C:37]([O:39][CH3:40])=[O:38])[CH2:34][O:35][C:31]=2[CH:30]=1, predict the reactants needed to synthesize it. The reactants are: [CH3:1][C:2]1[C:9]([N:10]2[C:14]3[CH:15]=[CH:16][C:17]([C:19]([F:22])([F:21])[F:20])=[CH:18][C:13]=3[N:12]=[C:11]2[C@H:23]2[CH2:27][CH2:26][CH2:25][O:24]2)=[CH:8][CH:7]=[CH:6][C:3]=1[CH:4]=O.[NH2:28][C:29]1[CH:42]=[CH:41][C:32]2[C@H:33]([CH2:36][C:37]([O:39][CH3:40])=[O:38])[CH2:34][O:35][C:31]=2[CH:30]=1.C(O[BH-](OC(=O)C)OC(=O)C)(=O)C.[Na+].[OH-].[Na+]. (7) Given the product [Cl:3][C:4]1[N:9]=[N:8][C:7]2[N:10]([Si:16]([CH:20]([CH3:22])[CH3:21])([CH:17]([CH3:19])[CH3:18])[CH:13]([CH3:15])[CH3:14])[CH:11]=[CH:12][C:6]=2[CH:5]=1, predict the reactants needed to synthesize it. The reactants are: [H-].[Na+].[Cl:3][C:4]1[N:9]=[N:8][C:7]2[NH:10][CH:11]=[CH:12][C:6]=2[CH:5]=1.[CH:13]([Si:16](Cl)([CH:20]([CH3:22])[CH3:21])[CH:17]([CH3:19])[CH3:18])([CH3:15])[CH3:14]. (8) Given the product [CH3:21][C:11]1[C:10](=[O:22])[N:9]([CH:1]([C:2]2[CH:3]=[CH:4][CH:5]=[CH:6][CH:7]=2)[CH3:25])[CH:14]=[C:13]([CH3:15])[C:12]=1[C:16]([OH:18])=[O:17], predict the reactants needed to synthesize it. The reactants are: [C:1]([N:9]1[CH:14]=[C:13]([CH3:15])[C:12]([C:16]([O:18]CC)=[O:17])=[C:11]([CH3:21])[C:10]1=[O:22])(=O)[C:2]1[CH:7]=[CH:6][CH:5]=[CH:4][CH:3]=1.[OH-].[K+].[CH3:25]O.O. (9) Given the product [CH3:1][N:2]1[CH:6]=[C:5]([C:7]2[CH:30]=[CH:29][C:10]3[N:11]([C:14]4[CH:15]=[C:16]([NH:25][S:34]([CH:31]5[CH2:33][CH2:32]5)(=[O:36])=[O:35])[CH:17]=[C:18]([N:20]5[CH:24]=[CH:23][CH:22]=[N:21]5)[CH:19]=4)[CH:12]=[N:13][C:9]=3[CH:8]=2)[CH:4]=[N:3]1, predict the reactants needed to synthesize it. The reactants are: [CH3:1][N:2]1[CH:6]=[C:5]([C:7]2[CH:30]=[CH:29][C:10]3[N:11]([C:14]4[CH:15]=[C:16]([NH:25]C(=O)C)[CH:17]=[C:18]([N:20]5[CH:24]=[CH:23][CH:22]=[N:21]5)[CH:19]=4)[CH:12]=[N:13][C:9]=3[CH:8]=2)[CH:4]=[N:3]1.[CH:31]1([S:34](Cl)(=[O:36])=[O:35])[CH2:33][CH2:32]1.